This data is from NCI-60 drug combinations with 297,098 pairs across 59 cell lines. The task is: Regression. Given two drug SMILES strings and cell line genomic features, predict the synergy score measuring deviation from expected non-interaction effect. Drug 1: C1CCC(C1)C(CC#N)N2C=C(C=N2)C3=C4C=CNC4=NC=N3. Cell line: BT-549. Drug 2: C1=CC=C(C(=C1)C(C2=CC=C(C=C2)Cl)C(Cl)Cl)Cl. Synergy scores: CSS=-1.89, Synergy_ZIP=3.26, Synergy_Bliss=4.14, Synergy_Loewe=1.24, Synergy_HSA=1.05.